Dataset: Forward reaction prediction with 1.9M reactions from USPTO patents (1976-2016). Task: Predict the product of the given reaction. (1) Given the reactants [Cl:1][C:2]1[CH:7]=[CH:6][C:5]([CH2:8][C:9]#[N:10])=[CH:4][CH:3]=1.[CH:11](OCC)=[O:12], predict the reaction product. The product is: [Cl:1][C:2]1[CH:7]=[CH:6][C:5]([CH:8]([CH:11]=[O:12])[C:9]#[N:10])=[CH:4][CH:3]=1. (2) Given the reactants [Cl:1][C:2]1[CH:7]=[CH:6][C:5]([S:8](Cl)(=[O:10])=[O:9])=[CH:4][CH:3]=1.[F:12][CH:13]1[CH2:18][CH2:17][CH2:16][CH2:15][CH:14]1[NH:19][CH2:20][C:21]1[CH:30]=[CH:29][C:24]([C:25]([O:27][CH3:28])=[O:26])=[CH:23][CH:22]=1.C(N(CC)CC)C, predict the reaction product. The product is: [Cl:1][C:2]1[CH:7]=[CH:6][C:5]([S:8]([N:19]([CH2:20][C:21]2[CH:22]=[CH:23][C:24]([C:25]([O:27][CH3:28])=[O:26])=[CH:29][CH:30]=2)[CH:14]2[CH2:15][CH2:16][CH2:17][CH2:18][CH:13]2[F:12])(=[O:10])=[O:9])=[CH:4][CH:3]=1. (3) Given the reactants [Br:1][C:2]1[N:7]=[C:6]([CH:8](O)[C:9]#[CH:10])[CH:5]=[CH:4][CH:3]=1.C(N(S(F)(F)[F:18])CC)C, predict the reaction product. The product is: [Br:1][C:2]1[CH:3]=[CH:4][CH:5]=[C:6]([CH:8]([F:18])[C:9]#[CH:10])[N:7]=1. (4) Given the reactants [F:1][C:2]1[CH:3]=[C:4]([N:9]2[CH2:13][C@H:12]([CH2:14][NH:15][C:16](=[O:18])[CH3:17])[O:11][C:10]2=[O:19])[CH:5]=[CH:6][C:7]=1I.[B:20]1([B:20]2[O:24][C:23]([CH3:26])([CH3:25])[C:22]([CH3:28])([CH3:27])[O:21]2)[O:24][C:23]([CH3:26])([CH3:25])[C:22]([CH3:28])([CH3:27])[O:21]1.C([O-])(=O)C.[K+].C(OCC)(=O)C, predict the reaction product. The product is: [F:1][C:2]1[CH:3]=[C:4]([N:9]2[CH2:13][C@H:12]([CH2:14][NH:15][C:16](=[O:18])[CH3:17])[O:11][C:10]2=[O:19])[CH:5]=[CH:6][C:7]=1[B:20]1[O:24][C:23]([CH3:26])([CH3:25])[C:22]([CH3:28])([CH3:27])[O:21]1. (5) Given the reactants [S:1]1[CH:5]=[CH:4][CH:3]=[CH:2]1.C([Li])CCC.[CH3:11][C:12]1([CH3:34])[CH2:21][CH:20]=[C:19](OS(C(F)(F)F)(=O)=O)[C:18]2[CH:17]=[C:16]([C:30]([O:32][CH3:33])=[O:31])[CH:15]=[CH:14][C:13]1=2, predict the reaction product. The product is: [CH3:11][C:12]1([CH3:34])[CH2:21][CH:20]=[C:19]([C:2]2[S:1][CH:5]=[CH:4][CH:3]=2)[C:18]2[CH:17]=[C:16]([C:30]([O:32][CH3:33])=[O:31])[CH:15]=[CH:14][C:13]1=2. (6) Given the reactants C(Cl)(=O)C(Cl)=O.[Br:7][C:8]1[CH:12]=[C:11]([C:13]([OH:15])=O)[N:10]([C:16]2[C:21]([Cl:22])=[CH:20][CH:19]=[CH:18][N:17]=2)[N:9]=1.C(N(CC)CC)C.[Br:30][C:31]1[CH:37]=[C:36]([F:38])[CH:35]=[C:34]([F:39])[C:32]=1[NH2:33], predict the reaction product. The product is: [Br:30][C:31]1[CH:37]=[C:36]([F:38])[CH:35]=[C:34]([F:39])[C:32]=1[NH:33][C:13]([C:11]1[N:10]([C:16]2[C:21]([Cl:22])=[CH:20][CH:19]=[CH:18][N:17]=2)[N:9]=[C:8]([Br:7])[CH:12]=1)=[O:15]. (7) The product is: [Cl:26][C:22]1[N:21]=[C:20]([C:19]2[C:18]([C:12]3[CH:13]=[CH:14][C:15]([F:17])=[CH:16][C:11]=3[F:10])=[N:5][N:4]3[C:3]=2[CH2:9][S:8][CH2:7]3)[CH:25]=[CH:24][N:23]=1. Given the reactants OC1O[N:5]=[N+:4]2[CH2:7][S:8][CH2:9][C:3]=12.[F:10][C:11]1[CH:16]=[C:15]([F:17])[CH:14]=[CH:13][C:12]=1[C:18]#[C:19][C:20]1[CH:25]=[CH:24][N:23]=[C:22]([Cl:26])[N:21]=1, predict the reaction product. (8) Given the reactants [NH2:1][C:2]1[N:3]=[C:4](OS(C2C=CC(C)=CC=2)(=O)=O)[C:5]2[CH2:11][N:10]([C:12]([O:14][C:15]([CH3:18])([CH3:17])[CH3:16])=[O:13])[CH2:9][CH2:8][C:6]=2[N:7]=1.[CH3:30][C:31]1[CH:36]=[CH:35][CH:34]=[CH:33][C:32]=1B(O)O.[O-]P([O-])([O-])=O.[K+].[K+].[K+].C1(P(C2CCCCC2)C2C=CC=CC=2C2C=CC=CC=2)CCCCC1, predict the reaction product. The product is: [NH2:1][C:2]1[N:3]=[C:4]([C:32]2[CH:33]=[CH:34][CH:35]=[CH:36][C:31]=2[CH3:30])[C:5]2[CH2:11][N:10]([C:12]([O:14][C:15]([CH3:16])([CH3:17])[CH3:18])=[O:13])[CH2:9][CH2:8][C:6]=2[N:7]=1.